This data is from Forward reaction prediction with 1.9M reactions from USPTO patents (1976-2016). The task is: Predict the product of the given reaction. The product is: [C:1]([C:5]1[N:10]=[CH:9][C:8]([C:11]2[N:12]([C:32]([N:34]3[CH2:39][CH2:38][CH:37]([CH2:40][C:41]([NH:51][C@H:49]([CH3:50])[C:48]([CH3:53])([CH3:52])[CH3:47])=[O:43])[CH2:36][CH2:35]3)=[O:33])[C@@:13]([C:25]3[CH:30]=[CH:29][C:28]([Cl:31])=[CH:27][CH:26]=3)([CH3:24])[C@@:14]([C:17]3[CH:22]=[CH:21][C:20]([Cl:23])=[CH:19][CH:18]=3)([CH3:16])[N:15]=2)=[C:7]([O:44][CH2:45][CH3:46])[CH:6]=1)([CH3:2])([CH3:3])[CH3:4]. Given the reactants [C:1]([C:5]1[N:10]=[CH:9][C:8]([C:11]2[N:12]([C:32]([N:34]3[CH2:39][CH2:38][CH:37]([CH2:40][C:41]([OH:43])=O)[CH2:36][CH2:35]3)=[O:33])[C@@:13]([C:25]3[CH:30]=[CH:29][C:28]([Cl:31])=[CH:27][CH:26]=3)([CH3:24])[C@@:14]([C:17]3[CH:22]=[CH:21][C:20]([Cl:23])=[CH:19][CH:18]=3)([CH3:16])[N:15]=2)=[C:7]([O:44][CH2:45][CH3:46])[CH:6]=1)([CH3:4])([CH3:3])[CH3:2].[CH3:47][C:48]([CH3:53])([CH3:52])[C@H:49]([NH2:51])[CH3:50], predict the reaction product.